This data is from NCI-60 drug combinations with 297,098 pairs across 59 cell lines. The task is: Regression. Given two drug SMILES strings and cell line genomic features, predict the synergy score measuring deviation from expected non-interaction effect. (1) Drug 1: C1=NC2=C(N=C(N=C2N1C3C(C(C(O3)CO)O)F)Cl)N. Drug 2: CC1C(C(CC(O1)OC2CC(CC3=C2C(=C4C(=C3O)C(=O)C5=C(C4=O)C(=CC=C5)OC)O)(C(=O)CO)O)N)O.Cl. Cell line: SF-268. Synergy scores: CSS=30.7, Synergy_ZIP=-6.33, Synergy_Bliss=-3.40, Synergy_Loewe=-4.59, Synergy_HSA=-2.01. (2) Cell line: SNB-19. Synergy scores: CSS=16.7, Synergy_ZIP=-10.3, Synergy_Bliss=1.11, Synergy_Loewe=-13.3, Synergy_HSA=0.116. Drug 1: C1C(C(OC1N2C=C(C(=O)NC2=O)F)CO)O. Drug 2: CC1=C(C(=CC=C1)Cl)NC(=O)C2=CN=C(S2)NC3=CC(=NC(=N3)C)N4CCN(CC4)CCO. (3) Drug 1: CC1=C(C=C(C=C1)C(=O)NC2=CC(=CC(=C2)C(F)(F)F)N3C=C(N=C3)C)NC4=NC=CC(=N4)C5=CN=CC=C5. Drug 2: CC1=C(C(=O)C2=C(C1=O)N3CC4C(C3(C2COC(=O)N)OC)N4)N. Cell line: NCIH23. Synergy scores: CSS=51.2, Synergy_ZIP=-0.973, Synergy_Bliss=-3.20, Synergy_Loewe=-10.8, Synergy_HSA=-0.606.